This data is from Forward reaction prediction with 1.9M reactions from USPTO patents (1976-2016). The task is: Predict the product of the given reaction. Given the reactants [CH3:1][CH:2]([O:4][C:5]1[CH:13]=[C:12]2[C:8]([CH:9]=[N:10][NH:11]2)=[CH:7][C:6]=1[NH:14][C:15]1[C:16]2[C:23]3[CH2:24][CH2:25][CH:26]([C:28]([OH:30])=O)[CH2:27][C:22]=3[S:21][C:17]=2[N:18]=[CH:19][N:20]=1)[CH3:3].[CH3:31][CH:32]([NH2:34])[CH3:33], predict the reaction product. The product is: [CH3:31][CH:32]([NH:34][C:28]([CH:26]1[CH2:25][CH2:24][C:23]2[C:16]3[C:15]([NH:14][C:6]4[CH:7]=[C:8]5[C:12](=[CH:13][C:5]=4[O:4][CH:2]([CH3:3])[CH3:1])[NH:11][N:10]=[CH:9]5)=[N:20][CH:19]=[N:18][C:17]=3[S:21][C:22]=2[CH2:27]1)=[O:30])[CH3:33].